From a dataset of Catalyst prediction with 721,799 reactions and 888 catalyst types from USPTO. Predict which catalyst facilitates the given reaction. (1) Reactant: C([O:3][C:4](=[O:14])[CH2:5][O:6][C:7]1[CH:12]=[CH:11][CH:10]=[C:9]([I:13])[CH:8]=1)C.O[Li].O. Product: [I:13][C:9]1[CH:8]=[C:7]([CH:12]=[CH:11][CH:10]=1)[O:6][CH2:5][C:4]([OH:14])=[O:3]. The catalyst class is: 87. (2) Reactant: [F:1][C:2]1[CH:7]=[C:6](SC)[CH:5]=[CH:4][C:3]=1[C:10]1[CH:15]=[N:14][C:13]([O:16][CH:17]([CH:19]2[CH2:24][CH2:23][N:22]([C:25]3[O:29][N:28]=[C:27]([CH:30]([CH3:32])[CH3:31])[N:26]=3)[CH2:21][CH2:20]2)[CH3:18])=[CH:12][N:11]=1.O[O:34][S:35]([O-:37])=O.[K+].[CH3:39]C(C)=O. Product: [F:1][C:2]1[CH:7]=[C:6]([S:35]([CH3:39])(=[O:37])=[O:34])[CH:5]=[CH:4][C:3]=1[C:10]1[CH:15]=[N:14][C:13]([O:16][C@H:17]([CH:19]2[CH2:24][CH2:23][N:22]([C:25]3[O:29][N:28]=[C:27]([CH:30]([CH3:31])[CH3:32])[N:26]=3)[CH2:21][CH2:20]2)[CH3:18])=[CH:12][N:11]=1. The catalyst class is: 6.